From a dataset of Peptide-MHC class II binding affinity with 134,281 pairs from IEDB. Regression. Given a peptide amino acid sequence and an MHC pseudo amino acid sequence, predict their binding affinity value. This is MHC class II binding data. (1) The peptide sequence is TPVNIIGRNLLTQIG. The MHC is DRB1_0901 with pseudo-sequence DRB1_0901. The binding affinity (normalized) is 0.293. (2) The peptide sequence is PQQPFPQQPQQ. The MHC is HLA-DQA10501-DQB10201 with pseudo-sequence HLA-DQA10501-DQB10201. The binding affinity (normalized) is 0. (3) The peptide sequence is HDWILADKRPTAWFL. The MHC is HLA-DQA10501-DQB10302 with pseudo-sequence HLA-DQA10501-DQB10302. The binding affinity (normalized) is 0. (4) The peptide sequence is YDKFLANPSTVLTGK. The MHC is DRB1_1302 with pseudo-sequence DRB1_1302. The binding affinity (normalized) is 0.815. (5) The peptide sequence is KSYVLEGTLAAE. The MHC is DRB1_0401 with pseudo-sequence DRB1_0401. The binding affinity (normalized) is 0.601.